The task is: Predict the reaction yield, written as a fraction of the theoretical maximum amount of product (1.0 means a 100% yield; for example, 0.34 means a 34% yield).. This data is from Reaction yield outcomes from USPTO patents with 853,638 reactions. (1) The reactants are [CH2:1]([O:8][C:9]1[C:15]2[CH:16]=[C:17]([F:20])[CH:18]=[CH:19][C:14]=2[O:13][CH:12]=[C:11]([C:21]2[CH:26]=[CH:25][C:24]([Br:27])=[CH:23][CH:22]=2)[N:10]=1)[C:2]1[CH:7]=[CH:6][CH:5]=[CH:4][CH:3]=1. The catalyst is C(O)(C)C. The product is [CH2:1]([O:8][C:9]1[C:15]2[C:14](=[CH:19][CH:18]=[C:17]([F:20])[CH:16]=2)[C:12]([OH:13])=[C:11]([C:21]2[CH:26]=[CH:25][C:24]([Br:27])=[CH:23][CH:22]=2)[N:10]=1)[C:2]1[CH:3]=[CH:4][CH:5]=[CH:6][CH:7]=1. The yield is 0.900. (2) The reactants are [Cl-].[Cl-].C([Al+2])C.[C:6]([O:10][CH3:11])(=[O:9])[CH:7]=[CH2:8].[C:12]([O:15][C@@H:16]1[CH2:34][CH2:33][C@@:32]2([CH3:35])[C@H:18]([CH2:19][CH2:20][C@@H:21]3[C:31]2=[CH:30][CH2:29][C@@:28]2([CH3:36])[C@H:22]3[CH2:23][CH2:24]/[C:25]/2=[CH:26]/[CH3:27])[CH2:17]1)(=[O:14])[CH3:13].O. The catalyst is C(Cl)Cl. The product is [C:12]([O:15][C@@H:16]1[CH2:34][CH2:33][C@@:32]2([CH3:35])[C@H:18]([CH2:19][CH2:20][C@@H:21]3[C:31]2=[CH:30][CH2:29][C@@:28]2([CH3:36])[C@H:22]3[CH2:23][CH:24]=[C:25]2[C@H:26]([CH3:27])[CH2:8][CH2:7][C:6]([O:10][CH3:11])=[O:9])[CH2:17]1)(=[O:14])[CH3:13]. The yield is 0.700. (3) The reactants are [F:1][C:2]1[CH:7]=[CH:6][CH:5]=[C:4]([F:8])[C:3]=1[N:9]1[C:14]2[N:15]=[C:16](S(C)(=O)=O)[N:17]=[C:18]([C:19]3[CH:24]=[CH:23][CH:22]=[CH:21][C:20]=3[F:25])[C:13]=2[CH:12]=[CH:11][C:10]1=[O:30].O.CCOCC.C[N:38]1CCCC1=O. No catalyst specified. The product is [NH2:38][C:16]1[N:17]=[C:18]([C:19]2[CH:24]=[CH:23][CH:22]=[CH:21][C:20]=2[F:25])[C:13]2[CH:12]=[CH:11][C:10](=[O:30])[N:9]([C:3]3[C:2]([F:1])=[CH:7][CH:6]=[CH:5][C:4]=3[F:8])[C:14]=2[N:15]=1. The yield is 0.530. (4) The reactants are C(OC([S:6][C:7]1[CH:12]=[CH:11][C:10]([CH2:13][C:14]([OH:16])=[O:15])=[CH:9][CH:8]=1)=S)C.[OH-].[K+]. The catalyst is CCO.O. The product is [SH:6][C:7]1[CH:8]=[CH:9][C:10]([CH2:13][C:14]([OH:16])=[O:15])=[CH:11][CH:12]=1. The yield is 0.980. (5) The reactants are [CH3:1][N:2]1[C:7](=[O:8])[C:6]2[C:9]([C:30]3[CH:35]=[CH:34][CH:33]=[CH:32][CH:31]=3)=[C:10]([C:12]3[CH:17]=[CH:16][C:15]([C:18]4([NH:22][C:23](=[O:29])[O:24][C:25]([CH3:28])([CH3:27])[CH3:26])[CH2:21][CH2:20][CH2:19]4)=[CH:14][CH:13]=3)[O:11][C:5]=2[N:4]=[C:3]1S(C)(=O)=O.[CH3:40][NH:41][CH2:42][CH2:43][OH:44]. The catalyst is O1CCCC1. The product is [OH:44][CH2:43][CH2:42][N:41]([CH3:40])[C:3]1[N:2]([CH3:1])[C:7](=[O:8])[C:6]2[C:9]([C:30]3[CH:31]=[CH:32][CH:33]=[CH:34][CH:35]=3)=[C:10]([C:12]3[CH:17]=[CH:16][C:15]([C:18]4([NH:22][C:23](=[O:29])[O:24][C:25]([CH3:27])([CH3:28])[CH3:26])[CH2:19][CH2:20][CH2:21]4)=[CH:14][CH:13]=3)[O:11][C:5]=2[N:4]=1. The yield is 0.350. (6) The reactants are [OH:1][C:2]1[CH:28]=[CH:27][C:26]([CH3:29])=[CH:25][C:3]=1[CH2:4][NH:5][C:6]([NH:8][C:9]1[N:13]([C:14]2[CH:19]=[CH:18][C:17]([CH3:20])=[CH:16][CH:15]=2)[N:12]=[C:11]([C:21]([CH3:24])([CH3:23])[CH3:22])[CH:10]=1)=[O:7].[Cl:30][C:31]1[N:36]=[C:35](Cl)[CH:34]=[CH:33][N:32]=1.[OH-].[Na+]. The catalyst is CC(C)=O. The product is [Cl:30][C:31]1[N:36]=[C:35]([O:1][C:2]2[CH:28]=[CH:27][C:26]([CH3:29])=[CH:25][C:3]=2[CH2:4][NH:5][C:6]([NH:8][C:9]2[N:13]([C:14]3[CH:19]=[CH:18][C:17]([CH3:20])=[CH:16][CH:15]=3)[N:12]=[C:11]([C:21]([CH3:23])([CH3:24])[CH3:22])[CH:10]=2)=[O:7])[CH:34]=[CH:33][N:32]=1. The yield is 0.860.